Dataset: Catalyst prediction with 721,799 reactions and 888 catalyst types from USPTO. Task: Predict which catalyst facilitates the given reaction. (1) Reactant: Cl[C:2]1[CH:11]=[N:10][C:9]2[C:4](=[CH:5][C:6]([O:14][CH3:15])=[C:7]([O:12][CH3:13])[CH:8]=2)[N:3]=1.[F:16][C:17]1[CH:22]=[C:21](B2OC(C)(C)C(C)(C)O2)[CH:20]=[CH:19][C:18]=1[CH2:32][C:33]([NH:35][C:36]1[CH:40]=[C:39]([C:41]2([C:44]([F:47])([F:46])[F:45])[CH2:43][CH2:42]2)[O:38][N:37]=1)=[O:34].C([O-])([O-])=O.[Na+].[Na+]. Product: [CH3:13][O:12][C:7]1[CH:8]=[C:9]2[C:4](=[CH:5][C:6]=1[O:14][CH3:15])[N:3]=[C:2]([C:21]1[CH:20]=[CH:19][C:18]([CH2:32][C:33]([NH:35][C:36]3[CH:40]=[C:39]([C:41]4([C:44]([F:47])([F:46])[F:45])[CH2:43][CH2:42]4)[O:38][N:37]=3)=[O:34])=[C:17]([F:16])[CH:22]=1)[CH:11]=[N:10]2. The catalyst class is: 23. (2) Reactant: [C:1]1([C:7]2[C:12]([N:13]3[CH2:18][CH2:17][N:16](C(OCC4C=CC=CC=4)=O)[CH2:15][CH2:14]3)=[CH:11][N:10]=[CH:9][N:8]=2)[CH:6]=[CH:5][CH:4]=[CH:3][CH:2]=1. Product: [C:1]1([C:7]2[C:12]([N:13]3[CH2:18][CH2:17][NH:16][CH2:15][CH2:14]3)=[CH:11][N:10]=[CH:9][N:8]=2)[CH:2]=[CH:3][CH:4]=[CH:5][CH:6]=1. The catalyst class is: 349. (3) Reactant: C[O:2][C:3](=O)[C:4]1[CH:9]=[C:8]([C:10](=O)[CH2:11][CH3:12])[C:7](F)=[CH:6][C:5]=1[OH:15].C(O)C.[NH2:20][NH2:21].O.[NH2:23][NH2:24]. Product: [OH:15][C:5]1[CH:6]=[C:7]2[C:8]([C:10]([CH2:11][CH3:12])=[N:20][NH:21]2)=[CH:9][C:4]=1[C:3]([NH:23][NH2:24])=[O:2]. The catalyst class is: 6.